From a dataset of Peptide-MHC class I binding affinity with 185,985 pairs from IEDB/IMGT. Regression. Given a peptide amino acid sequence and an MHC pseudo amino acid sequence, predict their binding affinity value. This is MHC class I binding data. (1) The peptide sequence is ITVNPIVTEK. The MHC is HLA-A11:01 with pseudo-sequence HLA-A11:01. The binding affinity (normalized) is 0.608. (2) The peptide sequence is LAARLKRSAT. The MHC is HLA-A02:02 with pseudo-sequence HLA-A02:02. The binding affinity (normalized) is 0.0207.